The task is: Predict the reaction yield, written as a fraction of the theoretical maximum amount of product (1.0 means a 100% yield; for example, 0.34 means a 34% yield).. This data is from Reaction yield outcomes from USPTO patents with 853,638 reactions. (1) The reactants are C1(C)C=CC(S(O)(=O)=O)=CC=1.[Cl:12][C:13]1[CH:14]=[C:15]([CH:20]=[O:21])[CH:16]=[N:17][C:18]=1[CH3:19].[CH2:22](O)[CH2:23][OH:24].C1(C)C=CC=CC=1. The catalyst is O. The product is [Cl:12][C:13]1[C:18]([CH3:19])=[N:17][CH:16]=[C:15]([CH:20]2[O:24][CH2:23][CH2:22][O:21]2)[CH:14]=1. The yield is 0.860. (2) The product is [Br:1][C:2]1[CH:9]=[CH:8][C:7]([CH:11]([OH:15])[CH2:12][CH2:13][CH3:14])=[CH:6][C:3]=1[C:4]#[N:5]. The reactants are [Br:1][C:2]1[CH:9]=[CH:8][C:7](I)=[CH:6][C:3]=1[C:4]#[N:5].[CH:11](=[O:15])[CH2:12][CH2:13][CH3:14].[Cl-].[NH4+]. The yield is 0.806. The catalyst is C1COCC1. (3) The reactants are [I:1][C:2]1[C:10]2[C:5](=[CH:6][CH:7]=[CH:8][CH:9]=2)[NH:4][CH:3]=1.[OH-].[Na+].[C:13]1([CH3:23])[CH:18]=[CH:17][C:16]([S:19](Cl)(=[O:21])=[O:20])=[CH:15][CH:14]=1. The catalyst is C(Cl)Cl. The product is [C:13]1([CH3:23])[CH:18]=[CH:17][C:16]([S:19]([N:4]2[C:5]3[C:10](=[CH:9][CH:8]=[CH:7][CH:6]=3)[C:2]([I:1])=[CH:3]2)(=[O:21])=[O:20])=[CH:15][CH:14]=1. The yield is 0.830. (4) The reactants are [CH3:1][O:2][C:3]1[CH:11]=[CH:10][CH:9]=[C:8]2[C:4]=1[CH2:5][C:6](=[O:12])[NH:7]2.[CH2:13](Br)[C:14]1[CH:19]=[CH:18][CH:17]=[CH:16][CH:15]=1. No catalyst specified. The product is [CH2:13]([CH:5]1[C:4]2[C:8](=[CH:9][CH:10]=[CH:11][C:3]=2[O:2][CH3:1])[NH:7][C:6]1=[O:12])[C:14]1[CH:19]=[CH:18][CH:17]=[CH:16][CH:15]=1. The yield is 0.730. (5) The reactants are [CH:1]1([N:7]2[C:11]3[CH:12]=[C:13]([C:15]([O:17]CC)=[O:16])[S:14][C:10]=3[N:9]=[C:8]2[C:20]2[CH:25]=[CH:24][CH:23]=[CH:22][CH:21]=2)[CH2:6][CH2:5][CH2:4][CH2:3][CH2:2]1.[OH-].[Na+]. The catalyst is CO.C1COCC1. The product is [CH:1]1([N:7]2[C:11]3[CH:12]=[C:13]([C:15]([OH:17])=[O:16])[S:14][C:10]=3[N:9]=[C:8]2[C:20]2[CH:21]=[CH:22][CH:23]=[CH:24][CH:25]=2)[CH2:6][CH2:5][CH2:4][CH2:3][CH2:2]1. The yield is 0.400. (6) The reactants are F[C:2]1[CH:3]=[C:4]2[C:9](=[CH:10][C:11]=1[N+:12]([O-:14])=[O:13])[NH:8][C:7](=[O:15])[N:6]([NH:16][S:17]([CH3:20])(=[O:19])=[O:18])[C:5]2=[O:21].[NH:22]1[CH2:25][CH2:24][CH2:23]1. No catalyst specified. The product is [N:22]1([C:2]2[CH:3]=[C:4]3[C:9](=[CH:10][C:11]=2[N+:12]([O-:14])=[O:13])[NH:8][C:7](=[O:15])[N:6]([NH:16][S:17]([CH3:20])(=[O:19])=[O:18])[C:5]3=[O:21])[CH2:25][CH2:24][CH2:23]1. The yield is 0.450. (7) The reactants are [F:1][C:2]1[CH:7]=[CH:6][C:5]([C:8]2[O:9][C:10]3[CH:20]=[C:19]([N:21]([CH3:26])[S:22]([CH3:25])(=[O:24])=[O:23])[C:18](B4OC(C)(C)C(C)(C)O4)=[CH:17][C:11]=3[C:12]=2[C:13]([NH:15][CH3:16])=[O:14])=[CH:4][CH:3]=1.Br[C:37]1[CH:38]=[C:39]([C:47]2[NH:48][C:49]3[C:54]([CH:55]=2)=[CH:53][CH:52]=[CH:51][CH:50]=3)[C:40]2[N:41]([CH:43]=[C:44]([CH3:46])[N:45]=2)[CH:42]=1.[O-]P([O-])([O-])=O.[K+].[K+].[K+].CC(C1C=C(C(C)C)C(C2C=CC=CC=2P(C2CCCCC2)C2CCCCC2)=C(C(C)C)C=1)C. The catalyst is O1CCOCC1.O.CCOC(C)=O.C1C=CC(/C=C/C(/C=C/C2C=CC=CC=2)=O)=CC=1.C1C=CC(/C=C/C(/C=C/C2C=CC=CC=2)=O)=CC=1.C1C=CC(/C=C/C(/C=C/C2C=CC=CC=2)=O)=CC=1.[Pd].[Pd]. The product is [NH:48]1[C:49]2[C:54](=[CH:53][CH:52]=[CH:51][CH:50]=2)[CH:55]=[C:47]1[C:39]1[C:40]2[N:41]([CH:43]=[C:44]([CH3:46])[N:45]=2)[CH:42]=[C:37]([C:18]2[C:19]([N:21]([CH3:26])[S:22]([CH3:25])(=[O:23])=[O:24])=[CH:20][C:10]3[O:9][C:8]([C:5]4[CH:6]=[CH:7][C:2]([F:1])=[CH:3][CH:4]=4)=[C:12]([C:13]([NH:15][CH3:16])=[O:14])[C:11]=3[CH:17]=2)[CH:38]=1. The yield is 0.420. (8) The reactants are Cl[C:2]1[C:3]2[CH2:10][CH2:9][N:8]([CH2:11][C:12]3[CH:17]=[CH:16][C:15]([O:18][CH3:19])=[CH:14][CH:13]=3)[C:4]=2[N:5]=[CH:6][N:7]=1.[C:20]([N:27]1[CH2:32][CH2:31][NH:30][CH2:29][CH2:28]1)([O:22][C:23]([CH3:26])([CH3:25])[CH3:24])=[O:21].C(O[K])(C)(C)C. The catalyst is CN1C(=O)CCC1.C(OCC)(=O)C. The product is [C:23]([O:22][C:20]([N:27]1[CH2:32][CH2:31][N:30]([C:2]2[C:3]3[CH2:10][CH2:9][N:8]([CH2:11][C:12]4[CH:17]=[CH:16][C:15]([O:18][CH3:19])=[CH:14][CH:13]=4)[C:4]=3[N:5]=[CH:6][N:7]=2)[CH2:29][CH2:28]1)=[O:21])([CH3:26])([CH3:24])[CH3:25]. The yield is 0.570. (9) The reactants are [Br:1][C:2]1[CH:7]=[C:6]([N+:8]([O-:10])=[O:9])[CH:5]=[CH:4][C:3]=1[C:11]([CH3:22])([C:17](OCC)=[O:18])[C:12](OCC)=[O:13].[H-].[Al+3].[Li+].[H-].[H-].[H-]. The catalyst is O1CCCC1. The product is [Br:1][C:2]1[CH:7]=[C:6]([N+:8]([O-:10])=[O:9])[CH:5]=[CH:4][C:3]=1[C:11]([CH3:22])([CH2:17][OH:18])[CH2:12][OH:13]. The yield is 0.240. (10) The reactants are C1(C)C=CC(S([CH2:10][N+:11]#[C-:12])(=O)=O)=CC=1.[C:14]([O:20][CH3:21])(=[O:19])[CH:15]=[CH:16][CH2:17][CH3:18].CC(C)([O-])C.[K+]. No catalyst specified. The product is [CH2:17]([C:16]1[C:15]([C:14]([O:20][CH3:21])=[O:19])=[CH:10][NH:11][CH:12]=1)[CH3:18]. The yield is 0.640.